Dataset: Forward reaction prediction with 1.9M reactions from USPTO patents (1976-2016). Task: Predict the product of the given reaction. (1) Given the reactants [N:1]1([C:8]2[CH:9]=[CH:10][C:11]3[N:12]([C:14]([CH2:17]P(=O)(OCC)OCC)=[N:15][N:16]=3)[N:13]=2)[CH2:7][CH2:6][CH2:5][CH2:4][CH2:3][CH2:2]1.CC(C)([O-])C.[K+].[Br:32][C:33]1[CH:40]=[CH:39][CH:38]=[CH:37][C:34]=1[CH:35]=O.O, predict the reaction product. The product is: [N:1]1([C:8]2[CH:9]=[CH:10][C:11]3[N:12]([C:14](/[CH:17]=[CH:35]/[C:34]4[CH:37]=[CH:38][CH:39]=[CH:40][C:33]=4[Br:32])=[N:15][N:16]=3)[N:13]=2)[CH2:2][CH2:3][CH2:4][CH2:5][CH2:6][CH2:7]1. (2) The product is: [CH3:1][O:2][CH2:3][C:4]1[N:9]=[C:10]([NH2:12])[S:11][CH:5]=1. Given the reactants [CH3:1][O:2][CH2:3][C:4](=O)[CH3:5].BrBr.[NH2:9][C:10]([NH2:12])=[S:11], predict the reaction product. (3) Given the reactants [O:1]=[C:2]1[N:11]([CH:12]2[CH2:17][CH2:16][N:15]([C:18]([O:20][CH:21]([C:33]3[CH:38]=[C:37]([CH2:39][OH:40])[CH:36]=[CH:35][N:34]=3)[CH2:22][C:23]3[CH:24]=[C:25]4[C:29](=[C:30]([CH3:32])[CH:31]=3)[NH:28][N:27]=[CH:26]4)=[O:19])[CH2:14][CH2:13]2)[CH2:10][C:9]2[C:4](=[CH:5][CH:6]=[CH:7][CH:8]=2)[NH:3]1.CC(OI1(OC(C)=O)(OC(C)=O)OC(=O)C2C=CC=CC1=2)=O, predict the reaction product. The product is: [O:1]=[C:2]1[N:11]([CH:12]2[CH2:13][CH2:14][N:15]([C:18]([O:20][CH:21]([C:33]3[CH:38]=[C:37]([CH:39]=[O:40])[CH:36]=[CH:35][N:34]=3)[CH2:22][C:23]3[CH:24]=[C:25]4[C:29](=[C:30]([CH3:32])[CH:31]=3)[NH:28][N:27]=[CH:26]4)=[O:19])[CH2:16][CH2:17]2)[CH2:10][C:9]2[C:4](=[CH:5][CH:6]=[CH:7][CH:8]=2)[NH:3]1. (4) Given the reactants [Si](OC(C1OC(I)=CN=1)CCCCCCC1C=CC=CC=1)(C(C)(C)C)(C)C.[Si]([O:35][CH:36]([C:49]1[O:50][C:51]([C:54]([F:57])([F:56])[F:55])=[CH:52][N:53]=1)[CH2:37][CH2:38][CH2:39][CH2:40][CH2:41][CH2:42][C:43]1[CH:48]=[CH:47][CH:46]=[CH:45][CH:44]=1)(C(C)(C)C)(C)C.CN(P(N(C)C)(N(C)C)=O)C.FS(C(C(OC)=O)(F)F)(=O)=O.[NH4+].[Cl-], predict the reaction product. The product is: [C:43]1([CH2:42][CH2:41][CH2:40][CH2:39][CH2:38][CH2:37][C:36]([C:49]2[O:50][C:51]([C:54]([F:57])([F:56])[F:55])=[CH:52][N:53]=2)=[O:35])[CH:48]=[CH:47][CH:46]=[CH:45][CH:44]=1. (5) Given the reactants [F:1][C:2]1[CH:3]=[C:4]([C@H:10]2[N:19]3[C@H:14]([CH2:15][CH2:16][CH2:17][C:18]3=[O:20])[CH2:13][C@@H:12]3[O:21][C@H:11]23)[CH:5]=[C:6]([F:9])[C:7]=1[F:8].C([BH-](CC)CC)C.[Li+].O.C(OCC)(=O)C, predict the reaction product. The product is: [OH:21][C@H:11]1[CH2:12][CH2:13][C@@H:14]2[N:19]([C:18](=[O:20])[CH2:17][CH2:16][CH2:15]2)[C@@H:10]1[C:4]1[CH:3]=[C:2]([F:1])[C:7]([F:8])=[C:6]([F:9])[CH:5]=1. (6) Given the reactants [CH2:1]=[CH:2][CH2:3][N:4]1[C@@H:21]2[CH2:22][C:9]3[CH:10]=[CH:11][C:12]([OH:24])=[C:13]4[O:14][C@H:15]5[C:16]([CH2:18][CH2:19][C@:20]2([OH:23])[C@:7]5([C:8]=34)[CH2:6][CH2:5]1)=[O:17].[ClH:25].[CH2:26]=[C:27]1[C@@H:40]2[O:41][C:37]3[C:38]4[C@:39]52[CH2:42][CH2:43][N:44]([CH2:45][CH:46]2[CH2:48][CH2:47]2)[C@H:31]([CH2:32][C:33]=4[CH:34]=[CH:35][C:36]=3[OH:49])[C@:30]5([OH:50])[CH2:29][CH2:28]1, predict the reaction product. The product is: [CH2:1]=[CH:2][CH2:3][N:4]1[C@@H:21]2[CH2:22][C:9]3[CH:10]=[CH:11][C:12]([OH:24])=[C:13]4[O:14][C@H:15]5[C:16]([CH2:18][CH2:19][C@:20]2([OH:23])[C@:7]5([C:8]=34)[CH2:6][CH2:5]1)=[O:17].[ClH:25].[CH2:26]=[C:27]1[C@@H:40]2[O:41][C:37]3[C:38]4[C@:39]52[CH2:42][CH2:43][N:44]([CH2:45][CH:46]2[CH2:48][CH2:47]2)[C@H:31]([CH2:32][C:33]=4[CH:34]=[CH:35][C:36]=3[OH:49])[C@:30]5([OH:50])[CH2:29][CH2:28]1.